Dataset: Catalyst prediction with 721,799 reactions and 888 catalyst types from USPTO. Task: Predict which catalyst facilitates the given reaction. Reactant: [H-].[Na+].[Br:3][C:4]1[C:5](=[O:21])[NH:6][C:7]([CH3:20])=[CH:8][C:9]=1[O:10][CH2:11][C:12]1[CH:17]=[CH:16][C:15]([F:18])=[CH:14][C:13]=1[F:19].[Br:22][C:23]1[CH:32]=[CH:31][C:30]([CH2:33]Br)=[CH:29][C:24]=1[C:25]([O:27][CH3:28])=[O:26].O. Product: [Br:22][C:23]1[CH:32]=[CH:31][C:30]([CH2:33][N:6]2[C:7]([CH3:20])=[CH:8][C:9]([O:10][CH2:11][C:12]3[CH:17]=[CH:16][C:15]([F:18])=[CH:14][C:13]=3[F:19])=[C:4]([Br:3])[C:5]2=[O:21])=[CH:29][C:24]=1[C:25]([O:27][CH3:28])=[O:26]. The catalyst class is: 12.